From a dataset of Catalyst prediction with 721,799 reactions and 888 catalyst types from USPTO. Predict which catalyst facilitates the given reaction. (1) Reactant: C[O:2][C:3]1[CH:4]=[C:5]([C:14]2[N:15]=[C:16]([C:19]3[C:20]([C:26]([F:29])([F:28])[F:27])=[N+:21]([O-:25])[CH:22]=[CH:23][CH:24]=3)[O:17][CH:18]=2)[CH:6]=[C:7]([N+:11]([O-:13])=[O:12])[C:8]=1[O:9]C.B(Br)(Br)Br. Product: [OH:2][C:3]1[CH:4]=[C:5]([C:14]2[N:15]=[C:16]([C:19]3[C:20]([C:26]([F:27])([F:29])[F:28])=[N+:21]([O-:25])[CH:22]=[CH:23][CH:24]=3)[O:17][CH:18]=2)[CH:6]=[C:7]([N+:11]([O-:13])=[O:12])[C:8]=1[OH:9]. The catalyst class is: 4. (2) Product: [CH2:1]1[C:12]2[C:13](=[CH:1][CH:2]=[CH:3][CH:4]=2)[CH2:4][CH2:3][CH2:2]1. The catalyst class is: 2. Reactant: [C:1](Cl)(=O)[CH2:2][CH2:3][CH3:4].CCN([CH2:12][CH3:13])CC. (3) Reactant: [Br:1][C:2]1[CH:7]=[CH:6][C:5]([C:8](=O)[CH2:9][CH:10]([C:13]#[N:14])[C:11]#[N:12])=[CH:4][CH:3]=1.C(O)(=O)C.[CH3:20][S-:21].[Na+]. Product: [Br:1][C:2]1[CH:7]=[CH:6][C:5]([C:8]2[NH:12][C:11]([S:21][CH3:20])=[C:10]([C:13]#[N:14])[CH:9]=2)=[CH:4][CH:3]=1. The catalyst class is: 5. (4) Reactant: [C:1]([C:3]1[CH:4]=[C:5]([CH:11]=[CH:12][C:13]=1OCC(C)C)[C:6]([O:8]CC)=[O:7])#[N:2].[OH-].[Na+]. Product: [C:1]([C:3]1[CH:4]=[C:5]([CH:11]=[CH:12][C:13]=1[CH2:1][CH:3]([CH3:4])[CH3:13])[C:6]([OH:8])=[O:7])#[N:2]. The catalyst class is: 353.